From a dataset of Catalyst prediction with 721,799 reactions and 888 catalyst types from USPTO. Predict which catalyst facilitates the given reaction. (1) Reactant: [Br:1][C:2]1[CH:3]=[C:4]2[C:8](=[CH:9][CH:10]=1)[NH:7][CH2:6][CH2:5]2.[C:11](O[C:11]([O:13][C:14]([CH3:17])([CH3:16])[CH3:15])=[O:12])([O:13][C:14]([CH3:17])([CH3:16])[CH3:15])=[O:12]. Product: [C:14]([O:13][C:11]([N:7]1[C:8]2[C:4](=[CH:3][C:2]([Br:1])=[CH:10][CH:9]=2)[CH2:5][CH2:6]1)=[O:12])([CH3:17])([CH3:16])[CH3:15]. The catalyst class is: 119. (2) Reactant: [CH2:1]([O:4][C:5]1[CH:6]=[CH:7][CH:8]=[C:9]2[C:14]=1[CH:13]=[N:12][CH:11]=[CH:10]2)[CH2:2][CH3:3].C1C=C(Cl)C=C(C(OO)=[O:23])C=1. Product: [CH2:1]([O:4][C:5]1[CH:6]=[CH:7][CH:8]=[C:9]2[C:14]=1[CH:13]=[N+:12]([O-:23])[CH:11]=[CH:10]2)[CH2:2][CH3:3]. The catalyst class is: 2. (3) Reactant: [C:1]1([CH2:7][CH:8]([O:13][C:14]2[CH:23]=[CH:22][C:21]3[C:16](=[CH:17][CH:18]=[C:19]([C:24]4[NH:25][C:26]([C:29]5[CH:34]=[CH:33][CH:32]=[CH:31][CH:30]=5)=[CH:27][CH:28]=4)[CH:20]=3)[CH:15]=2)[C:9]([O:11]C)=[O:10])[CH:6]=[CH:5][CH:4]=[CH:3][CH:2]=1.[OH-].[Na+].Cl. Product: [C:1]1([CH2:7][CH:8]([O:13][C:14]2[CH:23]=[CH:22][C:21]3[C:16](=[CH:17][CH:18]=[C:19]([C:24]4[NH:25][C:26]([C:29]5[CH:34]=[CH:33][CH:32]=[CH:31][CH:30]=5)=[CH:27][CH:28]=4)[CH:20]=3)[CH:15]=2)[C:9]([OH:11])=[O:10])[CH:2]=[CH:3][CH:4]=[CH:5][CH:6]=1. The catalyst class is: 1. (4) Reactant: [C:1]([C:4]1[C:13]2[C:8](=[CH:9][CH:10]=[CH:11][CH:12]=2)[C:7](=[O:14])[O:6][C:5]=1[NH:15][C@H:16]([C:19]1[CH:24]=[CH:23][CH:22]=[CH:21][CH:20]=1)[CH2:17][CH3:18])(=O)[CH3:2].[NH2:25][C:26]1[CH:27]=[N:28][CH:29]=[CH:30][CH:31]=1. Product: [C:19]1([C@@H:16]([NH:15][C:5]([C:4]2[C:13]3[C:8](=[CH:9][CH:10]=[CH:11][CH:12]=3)[C:7](=[O:14])[N:25]([C:26]3[CH:27]=[N:28][CH:29]=[CH:30][CH:31]=3)[C:1]=2[CH3:2])=[O:6])[CH2:17][CH3:18])[CH:20]=[CH:21][CH:22]=[CH:23][CH:24]=1. The catalyst class is: 10. (5) Reactant: [N:1]([C@@H:4]([C@@H:41]([C:48]1[CH:53]=[CH:52][C:51]([Cl:54])=[CH:50][CH:49]=1)[CH:42]1[CH2:47][CH2:46][O:45][CH2:44][CH2:43]1)[C:5]([NH:7][C:8]1[CH:39]=[CH:38][CH:37]=[C:36]([F:40])[C:9]=1[CH2:10][CH2:11][C@H:12]1[CH2:19][N:18]([C:20]([O:22][C:23]([CH3:26])([CH3:25])[CH3:24])=[O:21])[CH2:17][C:14]2([CH2:16][CH2:15]2)[N:13]1[S:27]([C:30]1[CH:35]=[CH:34][CH:33]=[CH:32][CH:31]=1)(=[O:29])=[O:28])=[O:6])=[N+]=[N-].C1C=CC(P(C2C=CC=CC=2)C2C=CC=CC=2)=CC=1. Product: [NH2:1][C@@H:4]([C@@H:41]([C:48]1[CH:53]=[CH:52][C:51]([Cl:54])=[CH:50][CH:49]=1)[CH:42]1[CH2:47][CH2:46][O:45][CH2:44][CH2:43]1)[C:5]([NH:7][C:8]1[CH:39]=[CH:38][CH:37]=[C:36]([F:40])[C:9]=1[CH2:10][CH2:11][C@H:12]1[CH2:19][N:18]([C:20]([O:22][C:23]([CH3:24])([CH3:25])[CH3:26])=[O:21])[CH2:17][C:14]2([CH2:16][CH2:15]2)[N:13]1[S:27]([C:30]1[CH:35]=[CH:34][CH:33]=[CH:32][CH:31]=1)(=[O:29])=[O:28])=[O:6]. The catalyst class is: 20.